Predict the reactants needed to synthesize the given product. From a dataset of Full USPTO retrosynthesis dataset with 1.9M reactions from patents (1976-2016). (1) Given the product [Cl:7][C:8]1[CH:13]=[CH:12][C:11]([O:14][C:16]2[CH:22]=[CH:21][C:19]([NH2:20])=[CH:18][C:17]=2[N+:23]([O-:25])=[O:24])=[CH:10][CH:9]=1, predict the reactants needed to synthesize it. The reactants are: C(=O)([O-])[O-].[K+].[K+].[Cl:7][C:8]1[CH:13]=[CH:12][C:11]([OH:14])=[CH:10][CH:9]=1.F[C:16]1[CH:22]=[CH:21][C:19]([NH2:20])=[CH:18][C:17]=1[N+:23]([O-:25])=[O:24].O. (2) Given the product [C:17]([C:16]1[N:12]([CH3:11])[C:13]([C:2]2[CH:7]=[CH:6][C:5]([NH:8][C:9]#[N:10])=[CH:4][CH:3]=2)=[CH:14][CH:15]=1)#[N:18], predict the reactants needed to synthesize it. The reactants are: Br[C:2]1[CH:7]=[CH:6][C:5]([NH:8][C:9]#[N:10])=[CH:4][CH:3]=1.[CH3:11][N:12]1[C:16]([C:17]#[N:18])=[CH:15][CH:14]=[C:13]1B(O)O.[F-].[K+].[Br-].